From a dataset of Full USPTO retrosynthesis dataset with 1.9M reactions from patents (1976-2016). Predict the reactants needed to synthesize the given product. (1) Given the product [N+:30]([C:25]1[CH:26]=[CH:27][CH:28]=[CH:29][C:24]=1[S:11][C:12]1[CH:13]=[CH:14][CH:15]=[CH:16][C:17]=1[C:18]([OH:20])=[O:19])([O-:32])=[O:31], predict the reactants needed to synthesize it. The reactants are: [CH:15]1[CH:16]=[C:17]([C:18]([OH:20])=[O:19])[C:12]([S:11][S:11][C:12]2[C:17]([C:18]([OH:20])=[O:19])=[CH:16][CH:15]=[CH:14][CH:13]=2)=[CH:13][CH:14]=1.[OH-].[Na+].Cl[C:24]1[CH:29]=[CH:28][CH:27]=[CH:26][C:25]=1[N+:30]([O-:32])=[O:31]. (2) Given the product [Br:1][C:2]1[CH:20]=[CH:19][C:5]([O:6][CH2:7][CH:8]2[CH2:13][CH2:12][N:11]([CH2:14][C:15]([F:28])([CH3:18])[CH3:16])[CH2:10][CH2:9]2)=[C:4]([F:21])[CH:3]=1, predict the reactants needed to synthesize it. The reactants are: [Br:1][C:2]1[CH:20]=[CH:19][C:5]([O:6][CH2:7][CH:8]2[CH2:13][CH2:12][N:11]([CH2:14][C:15]([CH3:18])(O)[CH3:16])[CH2:10][CH2:9]2)=[C:4]([F:21])[CH:3]=1.CCN(S(F)(F)[F:28])CC.C([O-])(O)=O.[Na+]. (3) The reactants are: [Cl:1][C:2]1[CH:24]=[CH:23][C:5]([CH2:6][C:7]2[N:8]=[C:9]([C:17]3[CH2:18][CH2:19][O:20][CH2:21][CH:22]=3)[S:10][C:11]=2[C:12]([O:14]CC)=[O:13])=[CH:4][CH:3]=1.O1CCCC1.CO.[OH-].[Li+].Cl. Given the product [Cl:1][C:2]1[CH:24]=[CH:23][C:5]([CH2:6][C:7]2[N:8]=[C:9]([C:17]3[CH2:18][CH2:19][O:20][CH2:21][CH:22]=3)[S:10][C:11]=2[C:12]([OH:14])=[O:13])=[CH:4][CH:3]=1, predict the reactants needed to synthesize it. (4) Given the product [N:1]([C:2]1[CH:3]=[CH:4][C:5]([C:6]([O:8][CH2:9][CH2:10][O:11][C:12](=[O:32])[CH2:13][CH2:14][C@H:15]([N:19]2[C:20]3[CH:21]=[CH:22][CH:23]=[CH:24][C:25]=3[C:26]3[C:31]2=[CH:30][CH:29]=[CH:28][CH:27]=3)[C:16]([OH:18])=[O:17])=[O:7])=[CH:33][CH:34]=1)=[N+:40]=[N-:41], predict the reactants needed to synthesize it. The reactants are: [NH2:1][C:2]1[CH:34]=[CH:33][C:5]([C:6]([O:8][CH2:9][CH2:10][O:11][C:12](=[O:32])[CH2:13][CH2:14][C@H:15]([N:19]2[C:31]3[CH:30]=[CH:29][CH:28]=[CH:27][C:26]=3[C:25]3[C:20]2=[CH:21][CH:22]=[CH:23][CH:24]=3)[C:16]([OH:18])=[O:17])=[O:7])=[CH:4][CH:3]=1.Cl.N([O-])=O.[Na+].[N-:40]=[N+:41]=[N-].[Na+]. (5) Given the product [ClH:26].[CH2:17]([O:16][C:13]1[CH:14]=[CH:15][C:10]([CH2:9][C@@H:8]([C:20]2[NH:24][N:23]=[N:22][N:21]=2)[NH2:7])=[CH:11][CH:12]=1)[CH:18]=[CH2:19], predict the reactants needed to synthesize it. The reactants are: C(OC(=O)[NH:7][C@H:8]([C:20]1[NH:24][N:23]=[N:22][N:21]=1)[CH2:9][C:10]1[CH:15]=[CH:14][C:13]([O:16][CH2:17][CH:18]=[CH2:19])=[CH:12][CH:11]=1)(C)(C)C.[ClH:26].O1CCOCC1. (6) Given the product [Br:1][C:2]1[CH:3]=[C:4]2[C:11]3([N:12]=[C:13]([NH2:26])[C:14]([CH3:16])=[N:15]3)[CH2:10][CH:9]([CH:18]3[CH2:23][CH2:22][O:21][C:20]([CH3:25])([CH3:24])[CH2:19]3)[O:8][C:5]2=[CH:6][CH:7]=1, predict the reactants needed to synthesize it. The reactants are: [Br:1][C:2]1[CH:3]=[C:4]2[C:11]3([N:15]=[C:14]([CH3:16])[C:13](=S)[NH:12]3)[CH2:10][CH:9]([CH:18]3[CH2:23][CH2:22][O:21][C:20]([CH3:25])([CH3:24])[CH2:19]3)[O:8][C:5]2=[CH:6][CH:7]=1.[NH3:26].CO. (7) Given the product [Cl:1][C:2]1[CH:3]=[N:4][C:5]2[C:6](=[O:12])[NH:7][CH:8]([O:43][CH3:42])[CH:9]([F:34])[C:10]=2[CH:11]=1, predict the reactants needed to synthesize it. The reactants are: [Cl:1][C:2]1[CH:3]=[N:4][C:5]2[C:6](=[O:12])[NH:7][CH:8]=[CH:9][C:10]=2[CH:11]=1.CO.C(#N)C.F[B-](F)(F)F.ClC[N+]12CC[N+](F)(CC1)CC2.[F:34][B-](F)(F)F.CCO[C:42](C)=[O:43]. (8) Given the product [CH3:6][Si:7]([CH3:18])([CH3:17])[CH2:8][CH2:9][O:10][CH2:11][N:12]1[C:16]([C:22](=[O:24])[CH3:23])=[CH:15][N:14]=[CH:13]1, predict the reactants needed to synthesize it. The reactants are: C([Li])CCC.[CH3:6][Si:7]([CH3:18])([CH3:17])[CH2:8][CH2:9][O:10][CH2:11][N:12]1[CH:16]=[CH:15][N:14]=[CH:13]1.CON(C)[C:22](=[O:24])[CH3:23]. (9) Given the product [C:1]([O:5][C:6]([N:8]([CH2:35][CH2:36][C:37]1[CH:42]=[CH:41][CH:40]=[CH:39][N:38]=1)[C:9]1[CH:10]=[CH:11][C:12]([NH:13][C:14]([C:16]2[CH:21]=[CH:20][CH:19]=[CH:18][C:17]=2[C:22]2[CH:23]=[CH:24][C:25]([O:28][CH2:29][C:30]([NH:47][S:44]([CH3:43])(=[O:46])=[O:45])=[O:31])=[CH:26][CH:27]=2)=[O:15])=[CH:33][CH:34]=1)=[O:7])([CH3:3])([CH3:2])[CH3:4], predict the reactants needed to synthesize it. The reactants are: [C:1]([O:5][C:6]([N:8]([CH2:35][CH2:36][C:37]1[CH:42]=[CH:41][CH:40]=[CH:39][N:38]=1)[C:9]1[CH:34]=[CH:33][C:12]([NH:13][C:14]([C:16]2[CH:21]=[CH:20][CH:19]=[CH:18][C:17]=2[C:22]2[CH:27]=[CH:26][C:25]([O:28][CH2:29][C:30](O)=[O:31])=[CH:24][CH:23]=2)=[O:15])=[CH:11][CH:10]=1)=[O:7])([CH3:4])([CH3:3])[CH3:2].[CH3:43][S:44]([NH2:47])(=[O:46])=[O:45].CCN=C=NCCCN(C)C.Cl.S([O-])(O)(=O)=O.[K+].